Dataset: Reaction yield outcomes from USPTO patents with 853,638 reactions. Task: Predict the reaction yield, written as a fraction of the theoretical maximum amount of product (1.0 means a 100% yield; for example, 0.34 means a 34% yield). (1) The reactants are CS(C)=O.[F:5][C:6]1[CH:14]=[CH:13][C:9]([C:10]([OH:12])=[O:11])=[CH:8][C:7]=1[SH:15].[CH2:16]([C:18]1([C:27]([O:29][CH3:30])=[O:28])[CH2:21][CH:20](OS(C)(=O)=O)[CH2:19]1)[CH3:17].C(=O)([O-])[O-].[Cs+].[Cs+]. The catalyst is CCOCC. The product is [CH2:16]([C:18]1([C:27]([O:29][CH3:30])=[O:28])[CH2:21][CH:20]([S:15][C:7]2[CH:8]=[C:9]([CH:13]=[CH:14][C:6]=2[F:5])[C:10]([OH:12])=[O:11])[CH2:19]1)[CH3:17]. The yield is 0.310. (2) The reactants are [CH3:13][C:12]([O:11][C:9](O[C:9]([O:11][C:12]([CH3:15])([CH3:14])[CH3:13])=[O:10])=[O:10])([CH3:15])[CH3:14].[NH2:16][CH2:17][C:18]1[CH:23]=[CH:22][C:21]([C:24]2[CH:29]=[CH:28][CH:27]=[CH:26][C:25]=2[O:30][CH2:31][CH3:32])=[C:20]([NH2:33])[CH:19]=1. The catalyst is O1CCOCC1. The product is [C:12]([O:11][C:9](=[O:10])[NH:16][CH2:17][C:18]1[CH:23]=[CH:22][C:21]([C:24]2[CH:29]=[CH:28][CH:27]=[CH:26][C:25]=2[O:30][CH2:31][CH3:32])=[C:20]([NH2:33])[CH:19]=1)([CH3:13])([CH3:14])[CH3:15]. The yield is 0.310. (3) The reactants are [Cl:1][C:2]1[C:3](=[O:33])[N:4]([CH2:19][C:20]([C:22]2[CH:27]=[CH:26][C:25]([N:28]([CH2:31][CH3:32])[CH2:29][CH3:30])=[CH:24][CH:23]=2)=[O:21])[N:5]=[CH:6][C:7]=1[NH:8][C@@H:9]1[CH2:14][C@@H:13]2[CH2:15][C@@H:11]([C:12]2([CH3:17])[CH3:16])[C@H:10]1[CH3:18].[H-].[Al+3].[Li+].[H-].[H-].[H-].[OH-].[Na+]. The catalyst is O1CCCC1. The product is [Cl:1][C:2]1[C:3](=[O:33])[N:4]([CH2:19][CH:20]([C:22]2[CH:27]=[CH:26][C:25]([N:28]([CH2:31][CH3:32])[CH2:29][CH3:30])=[CH:24][CH:23]=2)[OH:21])[N:5]=[CH:6][C:7]=1[NH:8][C@@H:9]1[CH2:14][C@@H:13]2[CH2:15][C@@H:11]([C:12]2([CH3:16])[CH3:17])[C@H:10]1[CH3:18]. The yield is 0.330. (4) The reactants are [Cl:1][C:2]1[N:3]=[C:4]2[C:9](=[CH:10][CH:11]=1)[N:8]=[CH:7][C:6]([N+:12]([O-:14])=[O:13])=[C:5]2O.P(Cl)(Cl)([Cl:18])=O. The catalyst is CN(C=O)C. The product is [Cl:1][C:2]1[CH:11]=[CH:10][C:9]2[C:4](=[C:5]([Cl:18])[C:6]([N+:12]([O-:14])=[O:13])=[CH:7][N:8]=2)[N:3]=1. The yield is 0.740. (5) The reactants are [CH2:1]([O:8][CH2:9][CH2:10][CH:11]1[CH2:20][CH2:19][C:14]2(OCC[O:15]2)[CH2:13][CH2:12]1)[C:2]1[CH:7]=[CH:6][CH:5]=[CH:4][CH:3]=1.O.CC1C=CC(S(O)(=O)=O)=CC=1. The catalyst is CC(C)=O. The product is [CH2:1]([O:8][CH2:9][CH2:10][CH:11]1[CH2:12][CH2:13][C:14](=[O:15])[CH2:19][CH2:20]1)[C:2]1[CH:7]=[CH:6][CH:5]=[CH:4][CH:3]=1. The yield is 0.970. (6) The reactants are C([N:8]1[CH2:12][CH:11]([C:13]2[CH:18]=[CH:17][C:16]([Cl:19])=[C:15]([Cl:20])[CH:14]=2)[CH:10]([CH2:21][O:22][C:23]2[CH:28]=[CH:27][C:26]([Cl:29])=[CH:25][CH:24]=2)[CH2:9]1)C1C=CC=CC=1.ClC(OCC(Cl)(Cl)Cl)=O. The catalyst is CC#N. The product is [Cl:29][C:26]1[CH:25]=[CH:24][C:23]([O:22][CH2:21][CH:10]2[CH:11]([C:13]3[CH:18]=[CH:17][C:16]([Cl:19])=[C:15]([Cl:20])[CH:14]=3)[CH2:12][NH:8][CH2:9]2)=[CH:28][CH:27]=1. The yield is 0.750.